This data is from Reaction yield outcomes from USPTO patents with 853,638 reactions. The task is: Predict the reaction yield, written as a fraction of the theoretical maximum amount of product (1.0 means a 100% yield; for example, 0.34 means a 34% yield). The reactants are [Br:1][C:2]1[CH:7]=[CH:6][C:5]([SH:8])=[CH:4][CH:3]=1.[H-].[Na+].Br[CH:12]([CH3:17])[C:13]([O:15][CH3:16])=[O:14]. No catalyst specified. The product is [CH3:16][O:15][C:13](=[O:14])[CH:12]([S:8][C:5]1[CH:6]=[CH:7][C:2]([Br:1])=[CH:3][CH:4]=1)[CH3:17]. The yield is 0.800.